Dataset: Catalyst prediction with 721,799 reactions and 888 catalyst types from USPTO. Task: Predict which catalyst facilitates the given reaction. Reactant: C([O:8][CH:9]([CH2:18][CH2:19][F:20])[CH2:10][C:11]1[CH:16]=[CH:15][CH:14]=[CH:13][C:12]=1[CH3:17])C1C=CC=CC=1. Product: [F:20][CH2:19][CH2:18][CH:9]([OH:8])[CH2:10][C:11]1[CH:16]=[CH:15][CH:14]=[CH:13][C:12]=1[CH3:17]. The catalyst class is: 19.